This data is from Catalyst prediction with 721,799 reactions and 888 catalyst types from USPTO. The task is: Predict which catalyst facilitates the given reaction. (1) Reactant: [CH3:1][C:2]([C:9]1[N:13]2[CH:14]=[C:15]([O:18][C@H:19]3[C:28]4[C:23](=[CH:24][CH:25]=[CH:26][CH:27]=4)[C@@H:22]([NH2:29])[CH2:21][CH2:20]3)[CH:16]=[CH:17][C:12]2=[N:11][N:10]=1)([N:4]1[CH2:8][CH2:7][CH2:6][CH2:5]1)[CH3:3].CCN(C(C)C)C(C)C.ClC(Cl)(Cl)C[O:42][C:43](=O)[NH:44][C:45]1[N:46]([C:54]2[CH:59]=[CH:58][C:57]([CH3:60])=[CH:56][CH:55]=2)[N:47]=[C:48]([C:50]([CH3:53])([CH3:52])[CH3:51])[CH:49]=1. The catalyst class is: 12. Product: [C:50]([C:48]1[CH:49]=[C:45]([NH:44][C:43]([NH:29][C@@H:22]2[C:23]3[C:28](=[CH:27][CH:26]=[CH:25][CH:24]=3)[C@H:19]([O:18][C:15]3[CH:16]=[CH:17][C:12]4[N:13]([C:9]([C:2]([CH3:1])([N:4]5[CH2:8][CH2:7][CH2:6][CH2:5]5)[CH3:3])=[N:10][N:11]=4)[CH:14]=3)[CH2:20][CH2:21]2)=[O:42])[N:46]([C:54]2[CH:59]=[CH:58][C:57]([CH3:60])=[CH:56][CH:55]=2)[N:47]=1)([CH3:53])([CH3:51])[CH3:52]. (2) Reactant: [C:1]1([C:7]2[C:11]([CH2:12][OH:13])=[C:10]([C:14]([F:17])([F:16])[F:15])[O:9][N:8]=2)[CH:6]=[CH:5][CH:4]=[CH:3][CH:2]=1.[CH3:18][O:19][C:20](=[O:28])[C:21]1[CH:26]=[CH:25][C:24](O)=[N:23][CH:22]=1.C1(P(C2C=CC=CC=2)C2C=CC=CC=2)C=CC=CC=1.N(C(OCC)=O)=NC(OCC)=O. Product: [CH3:18][O:19][C:20](=[O:28])[C:21]1[CH:26]=[CH:25][C:24]([O:13][CH2:12][C:11]2[C:7]([C:1]3[CH:2]=[CH:3][CH:4]=[CH:5][CH:6]=3)=[N:8][O:9][C:10]=2[C:14]([F:16])([F:17])[F:15])=[N:23][CH:22]=1. The catalyst class is: 1. (3) Reactant: [CH2:1]([NH:3][C:4]([NH:6][C:7]1[S:8][C:9]2[C:15]([C:16]3[N:17]=[C:18]([O:21]C)[S:19][CH:20]=3)=[CH:14][C:13]([C:23]3[CH:24]=[N:25][CH:26]=[CH:27][CH:28]=3)=[CH:12][C:10]=2[N:11]=1)=[O:5])[CH3:2].B(Br)(Br)Br. Product: [CH2:1]([NH:3][C:4]([NH:6][C:7]1[S:8][C:9]2[C:15]([C:16]3[N:17]=[C:18]([OH:21])[S:19][CH:20]=3)=[CH:14][C:13]([C:23]3[CH:24]=[N:25][CH:26]=[CH:27][CH:28]=3)=[CH:12][C:10]=2[N:11]=1)=[O:5])[CH3:2]. The catalyst class is: 2. (4) Reactant: [Br:1][C:2]1[CH:7]=[C:6]([C:8]([F:11])([F:10])[F:9])[CH:5]=[CH:4][C:3]=1[S:12](Cl)(=[O:14])=[O:13].[C:16]([NH2:20])([CH3:19])([CH3:18])[CH3:17]. Product: [Br:1][C:2]1[CH:7]=[C:6]([C:8]([F:11])([F:10])[F:9])[CH:5]=[CH:4][C:3]=1[S:12]([NH:20][C:16]([CH3:19])([CH3:18])[CH3:17])(=[O:14])=[O:13]. The catalyst class is: 2. (5) Product: [Si:10]([O:11][CH:12]1[CH2:15][CH:14]([N:16]2[CH:20]=[C:19]([B:26]3[O:30][C:29]([CH3:32])([CH3:31])[C:28]([CH3:34])([CH3:33])[O:27]3)[CH:18]=[N:17]2)[CH2:13]1)([C:6]([CH3:9])([CH3:8])[CH3:7])([CH3:23])[CH3:22]. Reactant: C([Mg]Cl)(C)C.[C:6]([Si:10]([CH3:23])([CH3:22])[O:11][CH:12]1[CH2:15][CH:14]([N:16]2[CH:20]=[C:19](I)[CH:18]=[N:17]2)[CH2:13]1)([CH3:9])([CH3:8])[CH3:7].CO[B:26]1[O:30][C:29]([CH3:32])([CH3:31])[C:28]([CH3:34])([CH3:33])[O:27]1. The catalyst class is: 1. (6) Reactant: [CH3:1][C:2]1[CH:3]=[C:4]([N:8]2[CH:13]=[CH:12][CH:11]=[C:10]([C:14]([OH:16])=O)[C:9]2=[O:17])[CH:5]=[CH:6][CH:7]=1.CN(C(ON1N=NC2C=CC=NC1=2)=[N+](C)C)C.F[P-](F)(F)(F)(F)F.C1C=NC2N(O)N=NC=2C=1.CCN(C(C)C)C(C)C.[Cl:61][C:62]1[CH:69]=[CH:68][C:65]([CH2:66][NH2:67])=[CH:64][CH:63]=1. Product: [Cl:61][C:62]1[CH:69]=[CH:68][C:65]([CH2:66][NH:67][C:14]([C:10]2[C:9](=[O:17])[N:8]([C:4]3[CH:5]=[CH:6][CH:7]=[C:2]([CH3:1])[CH:3]=3)[CH:13]=[CH:12][CH:11]=2)=[O:16])=[CH:64][CH:63]=1. The catalyst class is: 4. (7) Reactant: [NH2:1][C:2]1[N:6]([CH3:7])[C:5]([S:8][C:9]2[C:17]([I:18])=[CH:16][C:12]3[O:13][CH2:14][O:15][C:11]=3[CH:10]=2)=[N:4][C:3]=1[C:19]([NH2:21])=[O:20].CCN(C(C)C)C(C)C.[C:31]1([CH2:37][C:38](Cl)=[O:39])[CH:36]=[CH:35][CH:34]=[CH:33][CH:32]=1. Product: [I:18][C:17]1[C:9]([S:8][C:5]2[N:6]([CH3:7])[C:2]([NH:1][C:38](=[O:39])[CH2:37][C:31]3[CH:36]=[CH:35][CH:34]=[CH:33][CH:32]=3)=[C:3]([C:19]([NH2:21])=[O:20])[N:4]=2)=[CH:10][C:11]2[O:15][CH2:14][O:13][C:12]=2[CH:16]=1. The catalyst class is: 22.